From a dataset of Peptide-MHC class II binding affinity with 134,281 pairs from IEDB. Regression. Given a peptide amino acid sequence and an MHC pseudo amino acid sequence, predict their binding affinity value. This is MHC class II binding data. (1) The peptide sequence is VMELYADVVPKTAEN. The MHC is HLA-DPA10103-DPB10401 with pseudo-sequence HLA-DPA10103-DPB10401. The binding affinity (normalized) is 0.205. (2) The peptide sequence is SGDVIVKAIGALEDI. The MHC is DRB1_1302 with pseudo-sequence DRB1_1302. The binding affinity (normalized) is 0.730. (3) The peptide sequence is IAAMMTSPLSVASMT. The MHC is HLA-DQA10501-DQB10201 with pseudo-sequence HLA-DQA10501-DQB10201. The binding affinity (normalized) is 0.313. (4) The peptide sequence is GETLLRAVESYLLAH. The MHC is DRB1_0802 with pseudo-sequence DRB1_0802. The binding affinity (normalized) is 0.689. (5) The peptide sequence is ELQHIILNASYITPY. The MHC is DRB1_0901 with pseudo-sequence DRB1_0901. The binding affinity (normalized) is 0.0967. (6) The peptide sequence is AAATAGTTGYGAFAA. The MHC is HLA-DPA10103-DPB10601 with pseudo-sequence HLA-DPA10103-DPB10601. The binding affinity (normalized) is 0.